Predict the reactants needed to synthesize the given product. From a dataset of Full USPTO retrosynthesis dataset with 1.9M reactions from patents (1976-2016). Given the product [C:28]([NH:27][C:18]1[S:19][C:20]([CH:21]=[O:22])=[C:16]([CH2:15][CH2:14][C:11]2[CH:12]=[CH:13][C:8]([NH:7][C:6](=[O:31])[O:5][C:1]([CH3:2])([CH3:3])[CH3:4])=[CH:9][CH:10]=2)[N:17]=1)(=[O:30])[CH3:29], predict the reactants needed to synthesize it. The reactants are: [C:1]([O:5][C:6](=[O:31])[NH:7][C:8]1[CH:13]=[CH:12][C:11]([CH2:14][CH2:15][C:16]2[N:17]=[C:18]([NH:27][C:28](=[O:30])[CH3:29])[S:19][C:20]=2[C:21](N(OC)C)=[O:22])=[CH:10][CH:9]=1)([CH3:4])([CH3:3])[CH3:2].[H-].[Al+3].[Li+].[H-].[H-].[H-].C(C(C(C([O-])=O)O)O)([O-])=O.[K+].[Na+].